Dataset: Full USPTO retrosynthesis dataset with 1.9M reactions from patents (1976-2016). Task: Predict the reactants needed to synthesize the given product. (1) Given the product [Br:2][C:3]1[CH:4]=[CH:5][C:6]([CH2:9][CH2:10][C:11]([O:13][CH3:15])=[O:12])=[CH:7][CH:8]=1, predict the reactants needed to synthesize it. The reactants are: Cl.[Br:2][C:3]1[CH:8]=[CH:7][C:6]([CH2:9][CH2:10][C:11]([OH:13])=[O:12])=[CH:5][CH:4]=1.O1CCOC[CH2:15]1. (2) The reactants are: [C:1]([N:5]1[C:9]([C:10]2[CH:15]=[CH:14][C:13]([F:16])=[CH:12][CH:11]=2)=[C:8]([C:17]2[S:18][CH:19]=[C:20]([CH2:22][C:23]([OH:25])=O)[N:21]=2)[CH:7]=[N:6]1)([CH3:4])([CH3:3])[CH3:2].[O:26]1[CH2:31][CH2:30][CH:29]([CH2:32][CH2:33][NH2:34])[CH2:28][CH2:27]1. Given the product [C:1]([N:5]1[C:9]([C:10]2[CH:15]=[CH:14][C:13]([F:16])=[CH:12][CH:11]=2)=[C:8]([C:17]2[S:18][CH:19]=[C:20]([CH2:22][C:23]([NH:34][CH2:33][CH2:32][CH:29]3[CH2:30][CH2:31][O:26][CH2:27][CH2:28]3)=[O:25])[N:21]=2)[CH:7]=[N:6]1)([CH3:3])([CH3:2])[CH3:4], predict the reactants needed to synthesize it. (3) The reactants are: [CH2:1]([C:3]([C:6]1[C:11]2[N:12]([CH3:25])[C:13]([CH2:15][C:16]3[C:21]([CH3:22])=[CH:20][C:19]([CH3:23])=[CH:18][C:17]=3[CH3:24])=[N:14][C:10]=2[CH:9]=[CH:8][CH:7]=1)=[CH:4][CH3:5])[CH3:2].C(O)(=O)C.C(=O)(O)[O-].[Na+]. Given the product [CH2:1]([CH:3]([C:6]1[C:11]2[N:12]([CH3:25])[C:13]([CH2:15][C:16]3[C:17]([CH3:24])=[CH:18][C:19]([CH3:23])=[CH:20][C:21]=3[CH3:22])=[N:14][C:10]=2[CH:9]=[CH:8][CH:7]=1)[CH2:4][CH3:5])[CH3:2], predict the reactants needed to synthesize it. (4) Given the product [CH:14]1([C:20]([N:8]2[CH2:13][CH2:12][CH2:11][CH2:10][CH2:9]2)=[O:21])[CH2:19][CH2:18][CH2:17][CH2:16][CH2:15]1, predict the reactants needed to synthesize it. The reactants are: C(N(CC)CC)C.[NH:8]1[CH2:13][CH2:12][CH2:11][CH2:10][CH2:9]1.[CH:14]1([C:20](Cl)=[O:21])[CH2:19][CH2:18][CH2:17][CH2:16][CH2:15]1.